From a dataset of Full USPTO retrosynthesis dataset with 1.9M reactions from patents (1976-2016). Predict the reactants needed to synthesize the given product. (1) Given the product [CH:1]1[C:11]2[CH2:10][CH2:9][C:8]3[CH:12]=[CH:13][CH:14]=[CH:15][C:7]=3[C:6](=[CH:16][C:17]3[CH:18]=[C:19]([NH:23][S:27]([CH:24]([CH3:26])[CH3:25])(=[O:29])=[O:28])[CH:20]=[CH:21][CH:22]=3)[C:5]=2[CH:4]=[CH:3][CH:2]=1, predict the reactants needed to synthesize it. The reactants are: [CH:1]1[C:11]2[CH2:10][CH2:9][C:8]3[CH:12]=[CH:13][CH:14]=[CH:15][C:7]=3[C:6](=[CH:16][C:17]3[CH:18]=[C:19]([NH2:23])[CH:20]=[CH:21][CH:22]=3)[C:5]=2[CH:4]=[CH:3][CH:2]=1.[CH:24]([S:27](Cl)(=[O:29])=[O:28])([CH3:26])[CH3:25]. (2) The reactants are: ClC[CH:3]1[CH2:7][O:6][C:5]2([CH2:12][CH2:11][N:10]([CH2:13][C:14]3[S:18][C:17]([Cl:19])=[N:16][CH:15]=3)[CH2:9][CH2:8]2)[O:4]1.[C:20](=O)([O-])[O-].[K+].[K+].[Cl:26][C:27]1[CH:28]=[CH:29][C:30]([F:34])=[C:31]([CH:33]=1)[NH2:32].[I-].[K+]. Given the product [Cl:26][C:27]1[CH:28]=[CH:29][C:30]([F:34])=[C:31]([N:32]([CH:3]2[CH2:7][O:6][C:5]3([CH2:8][CH2:9][N:10]([CH2:13][C:14]4[S:18][C:17]([Cl:19])=[N:16][CH:15]=4)[CH2:11][CH2:12]3)[O:4]2)[CH3:20])[CH:33]=1, predict the reactants needed to synthesize it. (3) Given the product [Br:13][C:14]1[C:22]2[C:17](=[CH:18][CH:19]=[CH:20][CH:21]=2)[NH:16][C:15]=1[C:23]([O:25][C:4]([CH3:9])([CH3:5])[CH3:3])=[O:24], predict the reactants needed to synthesize it. The reactants are: N1[C:9]2[C:4](=[CH:5]C=CC=2)[CH:3]=C1C(O)=O.[Br:13][C:14]1[C:22]2[C:17](=[CH:18][CH:19]=[CH:20][CH:21]=2)[NH:16][C:15]=1[C:23]([OH:25])=[O:24].C(OC(OC(C)(C)C)N(C)C)(C)(C)C. (4) Given the product [CH3:1][C:2]([CH2:5][S:6][C:7]1[CH:12]=[CH:11][CH:10]=[CH:9][CH:8]=1)([CH2:13]/[CH:14]=[CH:15]/[CH3:16])[CH:3]=[O:4], predict the reactants needed to synthesize it. The reactants are: [CH3:1][CH:2]([CH2:5][S:6][C:7]1[CH:12]=[CH:11][CH:10]=[CH:9][CH:8]=1)[CH:3]=[O:4].[CH3:13][CH:14](O)[CH:15]=[CH2:16].C1(C)C=CC(S(O)(=O)=O)=CC=1. (5) Given the product [F:46][CH:11]([F:10])[C:12]1[CH:17]=[CH:16][N:15]=[C:14]([NH:18][C:19]2[N:24]=[C:23]([C:25]3[CH:26]=[N:27][C:28]([C@@:31]([C@H:34]4[CH2:39][CH2:38][C@H:37]([C:40]([O:42][CH2:43][O:4][C:3](=[O:5])[C:2]([OH:1])([CH3:7])[CH3:6])=[O:41])[CH2:36][CH2:35]4)([OH:33])[CH3:32])=[CH:29][CH:30]=3)[CH:22]=[C:21]([CH3:45])[CH:20]=2)[CH:13]=1, predict the reactants needed to synthesize it. The reactants are: [OH:1][C:2]([CH3:7])([CH3:6])[C:3]([OH:5])=[O:4].[I-].[Na+].[F:10][CH:11]([F:46])[C:12]1[CH:17]=[CH:16][N:15]=[C:14]([NH:18][C:19]2[N:24]=[C:23]([C:25]3[CH:26]=[N:27][C:28]([C@@:31]([C@H:34]4[CH2:39][CH2:38][C@H:37]([C:40]([O:42][CH2:43]Cl)=[O:41])[CH2:36][CH2:35]4)([OH:33])[CH3:32])=[CH:29][CH:30]=3)[CH:22]=[C:21]([CH3:45])[CH:20]=2)[CH:13]=1.C(N(CC)CC)C. (6) Given the product [CH3:1][O:2][CH2:3][O:4][C:5]1([C:9]2[S:10][C:11]([Sn:26]([CH2:27][CH2:28][CH2:29][CH3:30])([CH2:31][CH2:32][CH2:33][CH3:34])[CH2:22][CH2:23][CH2:24][CH3:25])=[CH:12][N:13]=2)[CH2:6][CH2:7][CH2:8]1, predict the reactants needed to synthesize it. The reactants are: [CH3:1][O:2][CH2:3][O:4][C:5]1([C:9]2[S:10][CH:11]=[CH:12][N:13]=2)[CH2:8][CH2:7][CH2:6]1.C([N-]C(C)C)(C)C.[Li+].[CH2:22]([Sn:26](Cl)([CH2:31][CH2:32][CH2:33][CH3:34])[CH2:27][CH2:28][CH2:29][CH3:30])[CH2:23][CH2:24][CH3:25]. (7) Given the product [CH2:1]([O:5][C:6]1[C:7]([CH3:33])=[CH:8][C:9]([CH3:32])=[C:10]([C:12]2[N:17]=[C:16]([CH:18]([C:34]3[CH:39]=[CH:38][CH:37]=[CH:36][CH:35]=3)[NH:19][C:20]3[C:25]([CH:26]([CH3:28])[CH3:27])=[CH:24][CH:23]=[CH:22][C:21]=3[CH:29]([CH3:31])[CH3:30])[CH:15]=[CH:14][CH:13]=2)[CH:11]=1)[CH2:2][CH:3]=[CH2:4], predict the reactants needed to synthesize it. The reactants are: [CH2:1]([O:5][C:6]1[C:7]([CH3:33])=[CH:8][C:9]([CH3:32])=[C:10]([C:12]2[N:17]=[C:16]([CH:18]=[N:19][C:20]3[C:25]([CH:26]([CH3:28])[CH3:27])=[CH:24][CH:23]=[CH:22][C:21]=3[CH:29]([CH3:31])[CH3:30])[CH:15]=[CH:14][CH:13]=2)[CH:11]=1)[CH2:2][CH:3]=[CH2:4].[C:34]1([Mg]Br)[CH:39]=[CH:38][CH:37]=[CH:36][CH:35]=1. (8) Given the product [F:19][C:16]1[CH:17]=[CH:18][C:13]([N:9]2[C:8]([C:6]3[CH:5]=[CH:4][N:3]=[C:2]([NH2:50])[CH:7]=3)=[CH:12][CH:11]=[N:10]2)=[CH:14][CH:15]=1, predict the reactants needed to synthesize it. The reactants are: Cl[C:2]1[CH:7]=[C:6]([C:8]2[N:9]([C:13]3[CH:18]=[CH:17][C:16]([F:19])=[CH:15][CH:14]=3)[N:10]=[CH:11][CH:12]=2)[CH:5]=[CH:4][N:3]=1.C1(P(C2CCCCC2)C2C=CC=CC=2C2C=CC=CC=2)CCCCC1.[Li+].C[Si]([N-:50][Si](C)(C)C)(C)C.Cl. (9) Given the product [Cl:1][C:2]1[CH:3]=[C:4]2[C:9](=[C:10]([Cl:12])[CH:11]=1)[CH2:8][N:7]([CH:13]1[CH2:15][CH2:14]1)[CH2:6][C@H:5]2[C:16]1[CH:21]=[CH:20][CH:19]=[CH:18][C:17]=1[NH:22][C:24](=[S:25])[O:26][C:27]1[CH:32]=[CH:31][CH:30]=[CH:29][CH:28]=1, predict the reactants needed to synthesize it. The reactants are: [Cl:1][C:2]1[CH:3]=[C:4]2[C:9](=[C:10]([Cl:12])[CH:11]=1)[CH2:8][N:7]([CH:13]1[CH2:15][CH2:14]1)[CH2:6][C@H:5]2[C:16]1[CH:21]=[CH:20][CH:19]=[CH:18][C:17]=1[NH2:22].Cl[C:24]([O:26][C:27]1[CH:32]=[CH:31][CH:30]=[CH:29][CH:28]=1)=[S:25]. (10) Given the product [Cl:23][CH2:24][C:25]([NH:1][C:2]1[CH:3]=[CH:4][C:5]2[N:6]([CH3:15])[C:7]3[C:12]([C:13]=2[CH:14]=1)=[CH:11][CH:10]=[CH:9][CH:8]=3)=[O:26], predict the reactants needed to synthesize it. The reactants are: [NH2:1][C:2]1[CH:3]=[CH:4][C:5]2[N:6]([CH3:15])[C:7]3[C:12]([C:13]=2[CH:14]=1)=[CH:11][CH:10]=[CH:9][CH:8]=3.C(N(CC)CC)C.[Cl:23][CH2:24][C:25](Cl)=[O:26].